Dataset: Experimentally validated miRNA-target interactions with 360,000+ pairs, plus equal number of negative samples. Task: Binary Classification. Given a miRNA mature sequence and a target amino acid sequence, predict their likelihood of interaction. (1) The miRNA is hsa-miR-3177-5p with sequence UGUGUACACACGUGCCAGGCGCU. Result: 0 (no interaction). The protein sequence of the target gene is MAGWIQAQQLQGDALRQMQVLYGQHFPIEVRHYLAQWIESQPWDAIDLDNPQDRGQATQLLEGLVQELQKKAEHQVGEDGFLLKIKLGHYATQLQNTYDRCPMELVRCIRHILYNEQRLVREANNCSSPAGVLVDAMSQKHLQINQRFEELRLITQDTENELKKLQQTQEYFIIQYQESLRIQAQFAQLGQLNPQERMSRETALQQKQVSLETWLQREAQTLQQYRVELAEKHQKTLQLLRKQQTIILDDELIQWKRRQQLAGNGGPPEGSLDVLQSWCEKLAEIIWQNRQQIRRAEHLC.... (2) The miRNA is hsa-miR-3143 with sequence AUAACAUUGUAAAGCGCUUCUUUCG. The protein sequence of the target gene is METSASATASEKQEAKSGILEAAGFPDPGKKASPLVVAAAAAAAVAAQGVPQHLLPPFHAPLPIDMRHQEGRYHYEPHSVHGVHGPPALSGSPVISDISLIRLSPHPAGPGESPFNAPHPYVNPHMEHYLRSVHSSPTLSMISAARGLSPADVAQEHLKERGLFGLPAPGTTPSDYYHQMTLVAGHPAPYGDLLMQSGGAASAPHLHDYLNPVDVSRFSSPRVTPRLSRKRALSISPLSDASLDLQRMIRTSPNSLVAYINNSRSSSAASGSYGHLSAGALSPAFTFPHPINPVAYQQIL.... Result: 0 (no interaction). (3) The miRNA is hsa-miR-4650-5p with sequence UCAGGCCUCUUUCUACCUU. The protein sequence of the target gene is MPLKWKTSSPAIWKFPVPVLKTSRSTPLSPAYISLVEEEDQHMKLSLGGSEMGLSSHLQSSKAGPTRIFTSNTHSSVVLQGFDQLRLEGLLCDVTLMPGDTDDAFPVHRVMMASASDYFKAMFTGGMKEQDLMCIKLHGVSKVGLRKIIDFIYTAKLSLNMDNLQDTLEAASFLQILPVLDFCKVFLISGVTLDNCVEVGRIANTYNLTEVDKYVNSFVLKNFPALLSTGEFLKLPFERLAFVLSSNSLKHCTELELFKATCRWLRLEEPRMDFAAKLMKNIRFPLMTPQELINYVQTVD.... Result: 0 (no interaction). (4) The miRNA is hsa-miR-454-3p with sequence UAGUGCAAUAUUGCUUAUAGGGU. The protein sequence of the target gene is MQIFVKTLTGKTITLEVEPSDTIENVKAKIQDKEGIPPDQQRLIFAGKQLEDGRTLSDYNIQKESTLHLVLRLRGGAKKRKKKSYTTPKKNKHKRKKVKLAVLKYYKVDENGKISRLRRECPSDECGAGVFMASHFDRHYCGKCCLTYCFNKPEDK. Result: 1 (interaction). (5) The miRNA is hsa-miR-301b-3p with sequence CAGUGCAAUGAUAUUGUCAAAGC. The protein sequence of the target gene is MPRRGLVAGPDLEYFQRRYFTPAEVAQHNRPEDLWVSYLGRVYDLTSLAQEYKGNLLLKPIVEVAGQDISHWFDPKTRDIRKHIDPLTGCLRYCTPRGRFVHVPPQLPCSDWANDFGKPWWQGSYYEVGRLSAKTRSIRIINTLTSQEHTLEVGVLESIWEILHRYLPYNSHAASYTWKYEGKNLNMDFTLEENGIRDEEEEFDYLSMDGTLHTPAILLYFNDDLTEL. Result: 1 (interaction). (6) The miRNA is hsa-miR-197-5p with sequence CGGGUAGAGAGGGCAGUGGGAGG. Result: 0 (no interaction). The protein sequence of the target gene is MFHGIPATPGIGAPGNKPELYEEVKLYKNAREREKYDNMAELFAVVKTMQALEKAYIKDCVSPSEYTAACSRLLVQYKAAFRQVQGSEISSIDEFCRKFRLDCPLAMERIKEDRPITIKDDKGNLNRCIADVVSLFITVMDKLRLEIRAMDEIQPDLRELMETMHRMSHLPPDFEGRQTVSQWLQTLSGMSASDELDDSQVRQMLFDLESAYNAFNRFLHA. (7) The miRNA is hsa-miR-551a with sequence GCGACCCACUCUUGGUUUCCA. The protein sequence of the target gene is METPFYGEEALSGLAAGASSVAGATGAPGGGGFAPPGRAFPGAPPTSSMLKKDALTLSLAEQGAAGLKPGSATAPSALRPDGAPDGLLASPDLGLLKLASPELERLIIQSNGLVTTTPTSTQFLYPKVAASEEQEFAEGFVKALEDLHKQSQLGAATAATSGAPAPPAPADLAATPGATETPVYANLSSFAGGAGPPGGAATVAFAAEPVPFPPPPGALGPPPPPHPPRLAALKDEPQTVPDVPSFGDSPPLSPIDMDTQERIKAERKRLRNRIAASKCRKRKLERISRLEEKVKTLKSQ.... Result: 0 (no interaction).